From a dataset of Full USPTO retrosynthesis dataset with 1.9M reactions from patents (1976-2016). Predict the reactants needed to synthesize the given product. (1) Given the product [C:47]([NH:46][C:10]1[C:11]2[C:16](=[CH:15][CH:14]=[C:13]([NH:17][C:18]([CH:20]3[CH2:24][CH2:23][N:22]([CH2:25][C:26](=[O:45])[N:27]4[CH2:28][CH2:29][N:30]([C:33]5[CH:38]=[CH:37][C:36]([C:39]6[N:44]=[CH:43][CH:42]=[CH:41][N:40]=6)=[CH:35][CH:34]=5)[CH2:31][CH2:32]4)[CH2:21]3)=[O:19])[CH:12]=2)[NH:8][N:9]=1)(=[O:49])[CH3:48], predict the reactants needed to synthesize it. The reactants are: C(OC([N:8]1[C:16]2[C:11](=[CH:12][C:13]([NH:17][C:18]([CH:20]3[CH2:24][CH2:23][N:22]([CH2:25][C:26](=[O:45])[N:27]4[CH2:32][CH2:31][N:30]([C:33]5[CH:38]=[CH:37][C:36]([C:39]6[N:44]=[CH:43][CH:42]=[CH:41][N:40]=6)=[CH:35][CH:34]=5)[CH2:29][CH2:28]4)[CH2:21]3)=[O:19])=[CH:14][CH:15]=2)[C:10]([NH:46][C:47](=[O:49])[CH3:48])=[N:9]1)=O)(C)(C)C.C(O)(C(F)(F)F)=O. (2) The reactants are: [N+:1]([O-:4])([O-])=[O:2].[K+].S(=O)(=O)(O)O.[Br:11][C:12]1[CH:13]=[C:14]([CH:17]=[CH:18][CH:19]=1)[CH:15]=[O:16]. Given the product [Br:11][C:12]1[CH:19]=[CH:18][C:17]([N+:1]([O-:4])=[O:2])=[C:14]([CH:13]=1)[CH:15]=[O:16], predict the reactants needed to synthesize it. (3) Given the product [CH:1]([N:4]([CH2:8][CH2:9][CH:10]([C:17]1[CH:22]=[C:21]([CH2:23][OH:24])[CH:20]=[CH:19][C:18]=1[O:27][CH2:28][C:29]1[CH:30]=[CH:31][CH:32]=[CH:33][CH:34]=1)[C:11]1[CH:16]=[CH:15][CH:14]=[CH:13][CH:12]=1)[CH:5]([CH3:7])[CH3:6])([CH3:2])[CH3:3], predict the reactants needed to synthesize it. The reactants are: [CH:1]([N:4]([CH2:8][CH2:9][CH:10]([C:17]1[CH:22]=[C:21]([C:23](OC)=[O:24])[CH:20]=[CH:19][C:18]=1[O:27][CH2:28][C:29]1[CH:34]=[CH:33][CH:32]=[CH:31][CH:30]=1)[C:11]1[CH:16]=[CH:15][CH:14]=[CH:13][CH:12]=1)[CH:5]([CH3:7])[CH3:6])([CH3:3])[CH3:2].O1CCCC1.[H-].[Al+3].[Li+].[H-].[H-].[H-].C(OCC)(=O)C. (4) Given the product [CH3:28][O:27][C:21]1[CH:20]=[C:19]([C:15]([C:11]2[CH:12]=[CH:13][CH:14]=[C:9]([OH:8])[CH:10]=2)=[CH:16][C:17]#[N:18])[CH:24]=[C:23]([O:25][CH3:26])[CH:22]=1, predict the reactants needed to synthesize it. The reactants are: C([O:8][C:9]1[CH:10]=[C:11]([C:15]([C:19]2[CH:24]=[C:23]([O:25][CH3:26])[CH:22]=[C:21]([O:27][CH3:28])[CH:20]=2)=[CH:16][C:17]#[N:18])[CH:12]=[CH:13][CH:14]=1)C1C=CC=CC=1.[CH3:28][O:27][C:21]1[CH:20]=[C:19]([C:15]([C:11]2[CH:12]=[CH:13][CH:14]=[C:9]([OH:8])[CH:10]=2)=[CH:16][C:17]#[N:18])[CH:24]=[C:23]([O:25][CH3:26])[CH:22]=1.C1CCCCC=1. (5) Given the product [C:5]([O:4][C:3]([NH:2][O:1][C:19]([O:17][CH2:16][C@@H:14]1[CH2:13][O:12][C:11]([CH3:18])([CH3:10])[O:15]1)=[O:20])=[O:9])([CH3:8])([CH3:7])[CH3:6], predict the reactants needed to synthesize it. The reactants are: [OH:1][NH:2][C:3](=[O:9])[O:4][C:5]([CH3:8])([CH3:7])[CH3:6].[CH3:10][C:11]1([CH3:18])[O:15][C@H:14]([CH2:16][OH:17])[CH2:13][O:12]1.[C:19](Cl)(Cl)=[O:20]. (6) Given the product [Cl:16][C:11]1[CH:10]=[C:9]([NH:8][C:5]2[N:4]=[C:3]([N:17]3[CH:21]=[CH:20][C:19]([C:22]([F:25])([F:24])[F:23])=[N:18]3)[C:2]([C:33]3[CH:32]=[CH:31][CH:30]=[C:29]([O:28][CH3:27])[N:34]=3)=[CH:7][N:6]=2)[CH:14]=[CH:13][C:12]=1[F:15], predict the reactants needed to synthesize it. The reactants are: Br[C:2]1[C:3]([N:17]2[CH:21]=[CH:20][C:19]([C:22]([F:25])([F:24])[F:23])=[N:18]2)=[N:4][C:5]([NH:8][C:9]2[CH:14]=[CH:13][C:12]([F:15])=[C:11]([Cl:16])[CH:10]=2)=[N:6][CH:7]=1.[Br-].[CH3:27][O:28][C:29]1[N:34]=[C:33]([Zn+])[CH:32]=[CH:31][CH:30]=1. (7) Given the product [CH2:1]([O:8][CH2:9][CH2:10][CH2:11][N:12]1[C:20]2[C:15](=[N:16][C:17]([O:21][CH3:22])=[CH:18][CH:19]=2)[CH2:14][C:13]1=[O:25])[C:2]1[CH:7]=[CH:6][CH:5]=[CH:4][CH:3]=1, predict the reactants needed to synthesize it. The reactants are: [CH2:1]([O:8][CH2:9][CH2:10][CH2:11][N:12]1[C:20]2[C:15](=[N:16][C:17]([O:21][CH3:22])=[CH:18][CH:19]=2)[C:14](Br)(Br)[C:13]1=[O:25])[C:2]1[CH:7]=[CH:6][CH:5]=[CH:4][CH:3]=1.